Task: Regression. Given two drug SMILES strings and cell line genomic features, predict the synergy score measuring deviation from expected non-interaction effect.. Dataset: NCI-60 drug combinations with 297,098 pairs across 59 cell lines (1) Drug 1: CCCCCOC(=O)NC1=NC(=O)N(C=C1F)C2C(C(C(O2)C)O)O. Drug 2: C1C(C(OC1N2C=NC(=NC2=O)N)CO)O. Cell line: COLO 205. Synergy scores: CSS=20.5, Synergy_ZIP=-1.72, Synergy_Bliss=-0.737, Synergy_Loewe=-4.87, Synergy_HSA=1.06. (2) Drug 1: CCCCC(=O)OCC(=O)C1(CC(C2=C(C1)C(=C3C(=C2O)C(=O)C4=C(C3=O)C=CC=C4OC)O)OC5CC(C(C(O5)C)O)NC(=O)C(F)(F)F)O. Drug 2: CN(CCCl)CCCl.Cl. Cell line: SW-620. Synergy scores: CSS=58.4, Synergy_ZIP=-8.35, Synergy_Bliss=-2.78, Synergy_Loewe=-11.8, Synergy_HSA=-1.43. (3) Drug 1: CCC1=CC2CC(C3=C(CN(C2)C1)C4=CC=CC=C4N3)(C5=C(C=C6C(=C5)C78CCN9C7C(C=CC9)(C(C(C8N6C)(C(=O)OC)O)OC(=O)C)CC)OC)C(=O)OC.C(C(C(=O)O)O)(C(=O)O)O. Drug 2: COC1=NC(=NC2=C1N=CN2C3C(C(C(O3)CO)O)O)N. Cell line: ACHN. Synergy scores: CSS=34.9, Synergy_ZIP=3.79, Synergy_Bliss=6.09, Synergy_Loewe=0.795, Synergy_HSA=6.60. (4) Drug 1: C1C(C(OC1N2C=NC3=C(N=C(N=C32)Cl)N)CO)O. Drug 2: C1C(C(OC1N2C=NC(=NC2=O)N)CO)O. Cell line: ACHN. Synergy scores: CSS=45.8, Synergy_ZIP=0.293, Synergy_Bliss=5.64, Synergy_Loewe=1.14, Synergy_HSA=3.66.